Task: Binary Classification. Given a drug SMILES string, predict its activity (active/inactive) in a high-throughput screening assay against a specified biological target.. Dataset: Tyrosyl-DNA phosphodiesterase HTS with 341,365 compounds (1) The molecule is Clc1ccc(n2c(c(cc2C)/C=N\NC(=S)N)C)cc1. The result is 0 (inactive). (2) The compound is O=C(Nc1ccncc1)c1c2c(ccc1)cccc2. The result is 0 (inactive).